From a dataset of Forward reaction prediction with 1.9M reactions from USPTO patents (1976-2016). Predict the product of the given reaction. (1) Given the reactants [Cl:1][C:2]1[CH:3]=[C:4]([O:15][C:16]2[CH:21]=[CH:20][CH:19]=[CH:18][CH:17]=2)[C:5]([NH:8][C:9]2[S:10][CH:11]=[C:12]([CH3:14])[N:13]=2)=[N:6][CH:7]=1.[Li]C.C([Li])CCC.[C:29]1([S:35][S:35][C:29]2[CH:34]=[CH:33][CH:32]=[CH:31][CH:30]=2)[CH:34]=[CH:33][CH:32]=[CH:31][CH:30]=1, predict the reaction product. The product is: [ClH:1].[CH3:14][C:12]1[N:13]=[C:9]([NH:8][C:5]2[C:4]([O:15][C:16]3[CH:21]=[CH:20][CH:19]=[CH:18][CH:17]=3)=[CH:3][C:2]([S:35][C:29]3[CH:34]=[CH:33][CH:32]=[CH:31][CH:30]=3)=[CH:7][N:6]=2)[S:10][CH:11]=1. (2) Given the reactants [CH:1]1([NH:4][C:5](=[O:32])[C:6]2[CH:11]=[C:10]([N:12]3[CH:17]=[CH:16][N:15]=[C:14]([NH:18][C:19]([C:22]4[CH:27]=[CH:26][CH:25]=[CH:24][C:23]=4[OH:28])([CH3:21])[CH3:20])[C:13]3=[O:29])[C:9]([CH3:30])=[C:8]([F:31])[CH:7]=2)[CH2:3][CH2:2]1.C(=O)([O-])[O-].[K+].[K+].Br[CH2:40][CH2:41][Cl:42], predict the reaction product. The product is: [Cl:42][CH2:41][CH2:40][O:28][C:23]1[CH:24]=[CH:25][CH:26]=[CH:27][C:22]=1[C:19]([NH:18][C:14]1[C:13](=[O:29])[N:12]([C:10]2[CH:11]=[C:6]([CH:7]=[C:8]([F:31])[C:9]=2[CH3:30])[C:5]([NH:4][CH:1]2[CH2:2][CH2:3]2)=[O:32])[CH:17]=[CH:16][N:15]=1)([CH3:20])[CH3:21]. (3) Given the reactants C(=O)([O-])[O-].[K+].[K+].Br[CH2:8][CH2:9][O:10][CH3:11].[CH3:12][O:13][C:14](=[O:43])[N:15]=[C:16]([S:41][CH3:42])[C:17]([C:31]1[CH:36]=[CH:35][C:34]([OH:37])=[C:33]([O:38][CH2:39][CH3:40])[CH:32]=1)=[N:18][C:19]1[CH:24]=[CH:23][C:22]([C:25]2[N:29]=[C:28]([CH3:30])[O:27][N:26]=2)=[CH:21][CH:20]=1.O, predict the reaction product. The product is: [CH3:12][O:13][C:14](=[O:43])[N:15]=[C:16]([S:41][CH3:42])[C:17]([C:31]1[CH:36]=[CH:35][C:34]([O:37][CH2:8][CH2:9][O:10][CH3:11])=[C:33]([O:38][CH2:39][CH3:40])[CH:32]=1)=[N:18][C:19]1[CH:24]=[CH:23][C:22]([C:25]2[N:29]=[C:28]([CH3:30])[O:27][N:26]=2)=[CH:21][CH:20]=1. (4) Given the reactants [C@@H:1]12[CH2:6][C@@H:5]1[CH2:4][NH:3][C@@H:2]2[CH2:7][NH:8][C:9]([C:11]1[N:18]2[C:14]([S:15][CH:16]=[CH:17]2)=[N:13][C:12]=1[CH3:19])=[O:10].[F:20][C:21]([F:32])([F:31])[C:22]1[CH:23]=[C:24]([CH:28]=[CH:29][CH:30]=1)[C:25](O)=[O:26], predict the reaction product. The product is: [F:20][C:21]([F:31])([F:32])[C:22]1[CH:23]=[C:24]([CH:28]=[CH:29][CH:30]=1)[C:25]([N:3]1[CH2:4][C@@H:5]2[C@@H:1]([CH2:6]2)[C@H:2]1[CH2:7][NH:8][C:9]([C:11]1[N:18]2[C:14]([S:15][CH:16]=[CH:17]2)=[N:13][C:12]=1[CH3:19])=[O:10])=[O:26]. (5) Given the reactants [N:1]12[CH2:8][CH2:7][CH:4]([CH2:5][CH2:6]1)[C@H:3]([NH:9][C:10]1[C:19]3[C:14](=[CH:15][CH:16]=[C:17]([C:20]4[CH:25]=[CH:24][C:23]([O:26]C)=[CH:22][CH:21]=4)[CH:18]=3)[NH:13][C:12](=[O:28])[C:11]=1[C:29]1[NH:33][C:32]3[CH:34]=[CH:35][CH:36]=[CH:37][C:31]=3[N:30]=1)[CH2:2]2.[OH-].[Na+], predict the reaction product. The product is: [N:1]12[CH2:6][CH2:5][CH:4]([CH2:7][CH2:8]1)[C@H:3]([NH:9][C:10]1[C:19]3[C:14](=[CH:15][CH:16]=[C:17]([C:20]4[CH:21]=[CH:22][C:23]([OH:26])=[CH:24][CH:25]=4)[CH:18]=3)[NH:13][C:12](=[O:28])[C:11]=1[C:29]1[NH:30][C:31]3[CH:37]=[CH:36][CH:35]=[CH:34][C:32]=3[N:33]=1)[CH2:2]2. (6) Given the reactants [C:1]1([CH3:11])[CH:6]=[CH:5][C:4]([S:7](Cl)(=[O:9])=[O:8])=[CH:3][CH:2]=1.[CH3:12][N:13]1[C:17]([CH3:18])=[C:16]([CH2:19][N:20]2[CH2:25][CH2:24][N:23]([C:26]3[C:31]([N:32]4[CH2:37][CH2:36][CH:35]([CH2:38][OH:39])[CH2:34][CH2:33]4)=[N:30][CH:29]=[CH:28][N:27]=3)[CH2:22][CH2:21]2)[CH:15]=[N:14]1.C(N(CC)CC)C, predict the reaction product. The product is: [CH3:12][N:13]1[C:17]([CH3:18])=[C:16]([CH2:19][N:20]2[CH2:21][CH2:22][N:23]([C:26]3[C:31]([N:32]4[CH2:37][CH2:36][CH:35]([CH2:38][O:39][S:7]([C:4]5[CH:5]=[CH:6][C:1]([CH3:11])=[CH:2][CH:3]=5)(=[O:9])=[O:8])[CH2:34][CH2:33]4)=[N:30][CH:29]=[CH:28][N:27]=3)[CH2:24][CH2:25]2)[CH:15]=[N:14]1.